From a dataset of Forward reaction prediction with 1.9M reactions from USPTO patents (1976-2016). Predict the product of the given reaction. Given the reactants Cl.[CH3:2][N:3]1[CH2:7][CH2:6][C:5]2([CH2:12][CH2:11][NH:10][CH2:9][CH2:8]2)[C:4]1=[O:13].C(N(CC)CC)C.[F:21][C:22]([F:35])([F:34])[O:23][C:24]1[CH:29]=[CH:28][C:27]([S:30](Cl)(=[O:32])=[O:31])=[CH:26][CH:25]=1, predict the reaction product. The product is: [CH3:2][N:3]1[CH2:7][CH2:6][C:5]2([CH2:12][CH2:11][N:10]([S:30]([C:27]3[CH:26]=[CH:25][C:24]([O:23][C:22]([F:21])([F:34])[F:35])=[CH:29][CH:28]=3)(=[O:32])=[O:31])[CH2:9][CH2:8]2)[C:4]1=[O:13].